Dataset: NCI-60 drug combinations with 297,098 pairs across 59 cell lines. Task: Regression. Given two drug SMILES strings and cell line genomic features, predict the synergy score measuring deviation from expected non-interaction effect. Drug 1: C1=CC(=CC=C1C#N)C(C2=CC=C(C=C2)C#N)N3C=NC=N3. Drug 2: N.N.Cl[Pt+2]Cl. Cell line: MDA-MB-435. Synergy scores: CSS=8.10, Synergy_ZIP=-3.63, Synergy_Bliss=0.162, Synergy_Loewe=0.365, Synergy_HSA=0.364.